From a dataset of NCI-60 drug combinations with 297,098 pairs across 59 cell lines. Regression. Given two drug SMILES strings and cell line genomic features, predict the synergy score measuring deviation from expected non-interaction effect. (1) Drug 1: CC1C(C(CC(O1)OC2CC(CC3=C2C(=C4C(=C3O)C(=O)C5=C(C4=O)C(=CC=C5)OC)O)(C(=O)CO)O)N)O.Cl. Drug 2: CN(C)C1=NC(=NC(=N1)N(C)C)N(C)C. Cell line: SNB-75. Synergy scores: CSS=1.72, Synergy_ZIP=0.638, Synergy_Bliss=1.57, Synergy_Loewe=1.09, Synergy_HSA=0.748. (2) Drug 1: CC12CCC3C(C1CCC2=O)CC(=C)C4=CC(=O)C=CC34C. Drug 2: C1=C(C(=O)NC(=O)N1)F. Cell line: OVCAR-5. Synergy scores: CSS=52.3, Synergy_ZIP=4.89, Synergy_Bliss=4.27, Synergy_Loewe=7.31, Synergy_HSA=8.75. (3) Drug 1: C1=CC(=CC=C1CCCC(=O)O)N(CCCl)CCCl. Drug 2: CC1C(C(=O)NC(C(=O)N2CCCC2C(=O)N(CC(=O)N(C(C(=O)O1)C(C)C)C)C)C(C)C)NC(=O)C3=C4C(=C(C=C3)C)OC5=C(C(=O)C(=C(C5=N4)C(=O)NC6C(OC(=O)C(N(C(=O)CN(C(=O)C7CCCN7C(=O)C(NC6=O)C(C)C)C)C)C(C)C)C)N)C. Cell line: KM12. Synergy scores: CSS=6.26, Synergy_ZIP=-3.55, Synergy_Bliss=1.34, Synergy_Loewe=1.72, Synergy_HSA=1.72. (4) Drug 2: C1CCC(C(C1)N)N.C(=O)(C(=O)[O-])[O-].[Pt+4]. Drug 1: CNC(=O)C1=CC=CC=C1SC2=CC3=C(C=C2)C(=NN3)C=CC4=CC=CC=N4. Synergy scores: CSS=23.4, Synergy_ZIP=-7.14, Synergy_Bliss=-1.53, Synergy_Loewe=0.764, Synergy_HSA=1.03. Cell line: KM12. (5) Drug 1: CC12CCC(CC1=CCC3C2CCC4(C3CC=C4C5=CN=CC=C5)C)O. Drug 2: CN1CCC(CC1)COC2=C(C=C3C(=C2)N=CN=C3NC4=C(C=C(C=C4)Br)F)OC. Cell line: CAKI-1. Synergy scores: CSS=50.4, Synergy_ZIP=3.79, Synergy_Bliss=9.21, Synergy_Loewe=8.30, Synergy_HSA=11.7.